Task: Regression. Given a peptide amino acid sequence and an MHC pseudo amino acid sequence, predict their binding affinity value. This is MHC class II binding data.. Dataset: Peptide-MHC class II binding affinity with 134,281 pairs from IEDB (1) The peptide sequence is GEVEIQFRRVKCKYP. The MHC is DRB1_0101 with pseudo-sequence DRB1_0101. The binding affinity (normalized) is 0.230. (2) The binding affinity (normalized) is 0.447. The MHC is DRB1_1302 with pseudo-sequence DRB1_1302. The peptide sequence is VLRTKLMTSRRVLER. (3) The peptide sequence is SVGSLGRYKDEKDVT. The MHC is DRB1_1101 with pseudo-sequence DRB1_1101. The binding affinity (normalized) is 0.271. (4) The peptide sequence is GGRLAFQEFMIVPSG. The MHC is HLA-DPA10301-DPB10402 with pseudo-sequence HLA-DPA10301-DPB10402. The binding affinity (normalized) is 0.483. (5) The peptide sequence is GTKGEAKDVIPEGWK. The MHC is HLA-DQA10501-DQB10201 with pseudo-sequence HLA-DQA10501-DQB10201. The binding affinity (normalized) is 0.127. (6) The peptide sequence is FCALILAYSNKTVGE. The MHC is DRB1_1501 with pseudo-sequence DRB1_1501. The binding affinity (normalized) is 0.872. (7) The peptide sequence is RVAYGKCDSAGRSRR. The MHC is DRB1_1101 with pseudo-sequence DRB1_1101. The binding affinity (normalized) is 0.619. (8) The peptide sequence is AFSVAATAANAAPAN. The MHC is DRB1_0701 with pseudo-sequence DRB1_0701. The binding affinity (normalized) is 0.522. (9) The peptide sequence is AFILDGFNLFPKV. The MHC is HLA-DQA10501-DQB10201 with pseudo-sequence HLA-DQA10501-DQB10201. The binding affinity (normalized) is 0.191. (10) The peptide sequence is YDKFLANVSTCLTGK. The MHC is DRB1_0701 with pseudo-sequence DRB1_0701. The binding affinity (normalized) is 0.658.